This data is from Reaction yield outcomes from USPTO patents with 853,638 reactions. The task is: Predict the reaction yield, written as a fraction of the theoretical maximum amount of product (1.0 means a 100% yield; for example, 0.34 means a 34% yield). (1) The reactants are [CH2:1]([N:6]1[C:14]2[N:13]=[CH:12][NH:11][C:10]=2[C:9](=[O:15])[NH:8]/[C:7]/1=[N:16]\[NH2:17])[CH2:2][CH2:3][CH2:4][CH3:5].[C:18](=S)=[S:19]. The yield is 0.849. The product is [CH2:1]([N:6]1[C:14]2[N:13]=[CH:12][NH:11][C:10]=2[C:9](=[O:15])[N:8]2[C:18](=[S:19])[NH:17][N:16]=[C:7]12)[CH2:2][CH2:3][CH2:4][CH3:5]. The catalyst is N1C=CC=CC=1. (2) The reactants are [CH3:1][O:2][C:3](=[O:19])[CH2:4][CH2:5][CH2:6][CH2:7][CH2:8][O:9][C:10]1[CH:15]=[CH:14][C:13]([N:16]=[C:17]=[O:18])=[CH:12][CH:11]=1.[CH2:20]([OH:23])[CH2:21][OH:22]. The catalyst is O. The product is [CH3:1][O:2][C:3](=[O:19])[CH2:4][CH2:5][CH2:6][CH2:7][CH2:8][O:9][C:10]1[CH:15]=[CH:14][C:13]([NH:16][C:17]([O:22][CH2:21][CH2:20][OH:23])=[O:18])=[CH:12][CH:11]=1. The yield is 0.840.